Task: Binary Classification. Given a T-cell receptor sequence (or CDR3 region) and an epitope sequence, predict whether binding occurs between them.. Dataset: TCR-epitope binding with 47,182 pairs between 192 epitopes and 23,139 TCRs The TCR CDR3 sequence is CASSEWGGTDTQYF. The epitope is NQKLIANQF. Result: 0 (the TCR does not bind to the epitope).